From a dataset of Forward reaction prediction with 1.9M reactions from USPTO patents (1976-2016). Predict the product of the given reaction. (1) Given the reactants [Cl:1][C:2]1[CH:15]=[CH:14][C:5]([CH2:6][NH:7][C:8](=[O:13])[C:9]([F:12])([F:11])[F:10])=[CH:4][C:3]=1[N:16]1[C:20](=[O:21])[NH:19][C:18]([C:22]2[CH:27]=[CH:26][C:25](I)=[CH:24][CH:23]=2)=[N:17]1.[C:29]([CH:31]1[CH2:33][CH2:32]1)#[CH:30].CCCC[N+](CCCC)(CCCC)CCCC.[F-], predict the reaction product. The product is: [Cl:1][C:2]1[CH:15]=[CH:14][C:5]([CH2:6][NH:7][C:8](=[O:13])[C:9]([F:12])([F:11])[F:10])=[CH:4][C:3]=1[N:16]1[C:20](=[O:21])[NH:19][C:18]([C:22]2[CH:27]=[CH:26][C:25]([C:30]#[C:29][CH:31]3[CH2:33][CH2:32]3)=[CH:24][CH:23]=2)=[N:17]1. (2) The product is: [NH2:54][C@H:41]1[C@H:42]([OH:46])[C@@H:43]([CH3:45])[CH2:44][N:39]([C:38]2[CH:37]=[CH:36][N:35]=[CH:34][C:33]=2[NH:32][C:29]([C:13]2[C:12]([NH:11][C:9](=[O:10])[O:8][CH2:1][C:2]3[CH:3]=[CH:4][CH:5]=[CH:6][CH:7]=3)=[CH:21][C:20]3[C:15](=[CH:16][C:17]([N:22]4[CH2:27][CH2:26][O:25][CH2:24][C:23]4=[O:28])=[CH:18][CH:19]=3)[N:14]=2)=[O:31])[CH2:40]1. Given the reactants [CH2:1]([O:8][C:9]([NH:11][C:12]1[C:13]([C:29]([OH:31])=O)=[N:14][C:15]2[C:20]([CH:21]=1)=[CH:19][CH:18]=[C:17]([N:22]1[CH2:27][CH2:26][O:25][CH2:24][C:23]1=[O:28])[CH:16]=2)=[O:10])[C:2]1[CH:7]=[CH:6][CH:5]=[CH:4][CH:3]=1.[NH2:32][C:33]1[CH:34]=[N:35][CH:36]=[CH:37][C:38]=1[N:39]1[CH2:44][C@H:43]([CH3:45])[C@@H:42]([O:46][Si](C(C)(C)C)(C)C)[C@H:41]([NH:54]C(=O)OC(C)(C)C)[CH2:40]1.CN(C(ON1N=NC2C=CC=NC1=2)=[N+](C)C)C.F[P-](F)(F)(F)(F)F.CCN(C(C)C)C(C)C, predict the reaction product.